This data is from Forward reaction prediction with 1.9M reactions from USPTO patents (1976-2016). The task is: Predict the product of the given reaction. The product is: [CH3:1][C:2]1([CH3:11])[CH2:7][CH:6]([NH2:12])[CH2:5][C:4]([CH3:10])([CH3:9])[O:3]1. Given the reactants [CH3:1][C:2]1([CH3:11])[CH2:7][C:6](=O)[CH2:5][C:4]([CH3:10])([CH3:9])[O:3]1.[NH4+:12], predict the reaction product.